The task is: Regression. Given two drug SMILES strings and cell line genomic features, predict the synergy score measuring deviation from expected non-interaction effect.. This data is from NCI-60 drug combinations with 297,098 pairs across 59 cell lines. (1) Drug 1: CC12CCC3C(C1CCC2=O)CC(=C)C4=CC(=O)C=CC34C. Drug 2: C1=CC(=CC=C1CC(C(=O)O)N)N(CCCl)CCCl.Cl. Cell line: LOX IMVI. Synergy scores: CSS=63.0, Synergy_ZIP=3.96, Synergy_Bliss=7.46, Synergy_Loewe=-2.17, Synergy_HSA=8.88. (2) Drug 1: C1=C(C(=O)NC(=O)N1)F. Drug 2: CC1=C2C(C(=O)C3(C(CC4C(C3C(C(C2(C)C)(CC1OC(=O)C(C(C5=CC=CC=C5)NC(=O)OC(C)(C)C)O)O)OC(=O)C6=CC=CC=C6)(CO4)OC(=O)C)O)C)O. Cell line: 786-0. Synergy scores: CSS=48.4, Synergy_ZIP=-7.91, Synergy_Bliss=-8.08, Synergy_Loewe=-9.03, Synergy_HSA=-1.65. (3) Drug 1: CC1OCC2C(O1)C(C(C(O2)OC3C4COC(=O)C4C(C5=CC6=C(C=C35)OCO6)C7=CC(=C(C(=C7)OC)O)OC)O)O. Drug 2: C1=NNC2=C1C(=O)NC=N2. Cell line: SNB-75. Synergy scores: CSS=3.93, Synergy_ZIP=-5.44, Synergy_Bliss=-2.04, Synergy_Loewe=-0.875, Synergy_HSA=-0.683. (4) Drug 1: CC1=C2C(C(=O)C3(C(CC4C(C3C(C(C2(C)C)(CC1OC(=O)C(C(C5=CC=CC=C5)NC(=O)OC(C)(C)C)O)O)OC(=O)C6=CC=CC=C6)(CO4)OC(=O)C)OC)C)OC. Drug 2: CC(C)(C#N)C1=CC(=CC(=C1)CN2C=NC=N2)C(C)(C)C#N. Cell line: M14. Synergy scores: CSS=36.0, Synergy_ZIP=0.294, Synergy_Bliss=-1.87, Synergy_Loewe=-31.7, Synergy_HSA=-2.46. (5) Drug 2: COC1=NC(=NC2=C1N=CN2C3C(C(C(O3)CO)O)O)N. Synergy scores: CSS=-0.798, Synergy_ZIP=-0.0938, Synergy_Bliss=-2.45, Synergy_Loewe=-2.67, Synergy_HSA=-3.49. Cell line: EKVX. Drug 1: C1=CC=C(C(=C1)C(C2=CC=C(C=C2)Cl)C(Cl)Cl)Cl.